Dataset: Catalyst prediction with 721,799 reactions and 888 catalyst types from USPTO. Task: Predict which catalyst facilitates the given reaction. (1) Reactant: [CH:1](O)=O.[C:4](=[O:11])([O:6][C:7]([CH3:10])([CH3:9])[CH3:8])[NH2:5].C([C:14]1[CH:21]=[CH:20][C:17]([C:18]#[N:19])=[CH:16][C:15]=1[S:22]([CH3:25])(=[O:24])=[O:23])=O.[C:26]1([S:32]([O-:34])=[O:33])[CH:31]=[CH:30][CH:29]=[CH:28][CH:27]=1.[Na+]. Product: [C:18]([C:17]1[CH:20]=[CH:21][C:14]([N:5]([CH2:1][S:32]([C:26]2[CH:31]=[CH:30][CH:29]=[CH:28][CH:27]=2)(=[O:34])=[O:33])[C:4](=[O:11])[O:6][C:7]([CH3:10])([CH3:9])[CH3:8])=[C:15]([S:22]([CH3:25])(=[O:23])=[O:24])[CH:16]=1)#[N:19]. The catalyst class is: 30. (2) Reactant: Br[C:2]1[CH:7]=[CH:6][C:5]([O:8][CH3:9])=[CH:4][C:3]=1[Cl:10].[Li]C(C)(C)C.[CH3:16][CH:17]1[CH2:22][CH2:21][O:20][C:18]1=[O:19]. Product: [OH:20][CH2:21][CH2:22][CH:17]([CH3:16])[C:18]([C:2]1[CH:7]=[CH:6][C:5]([O:8][CH3:9])=[CH:4][C:3]=1[Cl:10])=[O:19]. The catalyst class is: 1. (3) The catalyst class is: 30. Product: [O:30]=[C:29]([C:31]1[CH:36]=[CH:35][CH:34]=[CH:33][N:32]=1)/[CH:28]=[CH:27]/[C:24]1[CH:23]=[CH:22][C:21]([NH:20][C:15]([C:10]2[C:9]([C:6]3[CH:7]=[CH:8][C:3]([C:2]([F:19])([F:18])[F:1])=[CH:4][CH:5]=3)=[CH:14][CH:13]=[CH:12][CH:11]=2)=[O:16])=[CH:26][CH:25]=1. Reactant: [F:1][C:2]([F:19])([F:18])[C:3]1[CH:8]=[CH:7][C:6]([C:9]2[C:10]([C:15](Cl)=[O:16])=[CH:11][CH:12]=[CH:13][CH:14]=2)=[CH:5][CH:4]=1.[NH2:20][C:21]1[CH:26]=[CH:25][C:24](/[CH:27]=[CH:28]/[C:29]([C:31]2[CH:36]=[CH:35][CH:34]=[CH:33][N:32]=2)=[O:30])=[CH:23][CH:22]=1.C(N(CC)CC)C.C(OCC)(=O)C. (4) Reactant: OS(C(F)(F)F)(=O)=O.[CH2:9]([N:16]([CH3:30])[C:17]1[N:18]=[C:19]([Cl:29])[C:20]2[C:25]([CH:26]=1)=[CH:24][C:23]([O:27][CH3:28])=[CH:22][CH:21]=2)[C:10]1C=CC=CC=1.C(=O)(O)[O-].[Na+]. Product: [Cl:29][C:19]1[C:20]2[C:25](=[CH:24][C:23]([O:27][CH3:28])=[CH:22][CH:21]=2)[CH:26]=[C:17]([N:16]([CH2:9][CH3:10])[CH3:30])[N:18]=1.[Cl:29][C:19]1[C:20]2[C:25](=[CH:24][C:23]([O:27][CH3:28])=[CH:22][CH:21]=2)[CH:26]=[C:17]([NH:16][CH3:9])[N:18]=1. The catalyst class is: 2.